Task: Regression. Given two drug SMILES strings and cell line genomic features, predict the synergy score measuring deviation from expected non-interaction effect.. Dataset: NCI-60 drug combinations with 297,098 pairs across 59 cell lines (1) Synergy scores: CSS=5.13, Synergy_ZIP=-2.04, Synergy_Bliss=-3.13, Synergy_Loewe=-5.43, Synergy_HSA=-3.46. Drug 1: CC12CCC(CC1=CCC3C2CCC4(C3CC=C4C5=CN=CC=C5)C)O. Cell line: U251. Drug 2: C1=NC2=C(N=C(N=C2N1C3C(C(C(O3)CO)O)O)F)N. (2) Drug 1: C1=CC=C(C=C1)NC(=O)CCCCCCC(=O)NO. Drug 2: C(CCl)NC(=O)N(CCCl)N=O. Cell line: RPMI-8226. Synergy scores: CSS=59.9, Synergy_ZIP=-5.25, Synergy_Bliss=-10.2, Synergy_Loewe=-37.9, Synergy_HSA=-7.11. (3) Drug 1: CC(C1=C(C=CC(=C1Cl)F)Cl)OC2=C(N=CC(=C2)C3=CN(N=C3)C4CCNCC4)N. Drug 2: C(CC(=O)O)C(=O)CN.Cl. Cell line: NCI/ADR-RES. Synergy scores: CSS=-3.49, Synergy_ZIP=0.676, Synergy_Bliss=-1.40, Synergy_Loewe=-2.46, Synergy_HSA=-3.06. (4) Drug 1: C1CCC(C(C1)N)N.C(=O)(C(=O)[O-])[O-].[Pt+4]. Drug 2: C(CN)CNCCSP(=O)(O)O. Cell line: MDA-MB-231. Synergy scores: CSS=20.1, Synergy_ZIP=-3.90, Synergy_Bliss=1.05, Synergy_Loewe=-6.62, Synergy_HSA=2.59. (5) Drug 1: C1=NC(=NC(=O)N1C2C(C(C(O2)CO)O)O)N. Drug 2: C1CN1C2=NC(=NC(=N2)N3CC3)N4CC4. Synergy scores: CSS=47.7, Synergy_ZIP=0.469, Synergy_Bliss=2.52, Synergy_Loewe=-2.10, Synergy_HSA=4.67. Cell line: NCIH23. (6) Drug 1: COC1=CC(=CC(=C1O)OC)C2C3C(COC3=O)C(C4=CC5=C(C=C24)OCO5)OC6C(C(C7C(O6)COC(O7)C8=CC=CS8)O)O. Drug 2: C1=NC2=C(N=C(N=C2N1C3C(C(C(O3)CO)O)O)F)N. Cell line: SW-620. Synergy scores: CSS=16.5, Synergy_ZIP=-5.25, Synergy_Bliss=-8.53, Synergy_Loewe=-19.0, Synergy_HSA=-8.08.